Dataset: Reaction yield outcomes from USPTO patents with 853,638 reactions. Task: Predict the reaction yield, written as a fraction of the theoretical maximum amount of product (1.0 means a 100% yield; for example, 0.34 means a 34% yield). (1) The reactants are Cl[C:2]1[C:11]([CH:12]=[O:13])=[CH:10][C:9]2[CH:8]=[C:7]3[O:14][CH2:15][O:16][C:6]3=[CH:5][C:4]=2[N:3]=1.[CH3:17][NH2:18]. The catalyst is O1CCOCC1. The product is [CH3:17][NH:18][C:2]1[C:11]([CH:12]=[O:13])=[CH:10][C:9]2[CH:8]=[C:7]3[O:14][CH2:15][O:16][C:6]3=[CH:5][C:4]=2[N:3]=1. The yield is 0.990. (2) The reactants are [Cl:1][C:2]1[CH:7]=[CH:6][C:5]([C@H:8]([C:22]([N:24]2[CH2:29][CH2:28][N:27]([C:30]3[C:31]4[C@H:38]([CH3:39])[CH2:37][C@@H:36]([F:40])[C:32]=4[N:33]=[CH:34][N:35]=3)[CH2:26][CH2:25]2)=[O:23])[CH2:9][N:10]([CH2:18][CH:19]2[CH2:21][CH2:20]2)C(=O)OC(C)(C)C)=[CH:4][CH:3]=1.[ClH:41]. The catalyst is O1CCOCC1. The product is [ClH:1].[ClH:41].[Cl:1][C:2]1[CH:7]=[CH:6][C:5]([C@@H:8]([CH2:9][NH:10][CH2:18][CH:19]2[CH2:21][CH2:20]2)[C:22]([N:24]2[CH2:25][CH2:26][N:27]([C:30]3[C:31]4[C@H:38]([CH3:39])[CH2:37][C@@H:36]([F:40])[C:32]=4[N:33]=[CH:34][N:35]=3)[CH2:28][CH2:29]2)=[O:23])=[CH:4][CH:3]=1. The yield is 0.880. (3) The reactants are [F:1][C:2]1[CH:3]=[C:4]([N+:9]([O-:11])=[O:10])[CH:5]=[CH:6][C:7]=1F.[CH3:12][N:13]1[CH2:18][CH2:17][NH:16][CH2:15][CH2:14]1.C(=O)([O-])[O-].[K+].[K+]. The catalyst is CS(C)=O. The product is [F:1][C:2]1[CH:3]=[C:4]([N+:9]([O-:11])=[O:10])[CH:5]=[CH:6][C:7]=1[N:16]1[CH2:17][CH2:18][N:13]([CH3:12])[CH2:14][CH2:15]1. The yield is 0.680. (4) The reactants are [CH3:1][O:2][C:3](=[O:18])[CH2:4][C:5]1[C:6]([CH3:17])=[N:7][N:8]([C:11]2[CH:16]=[CH:15][CH:14]=[CH:13][CH:12]=2)[C:9]=1[OH:10].[CH3:19][O:20][C:21](=[O:36])[CH2:22][CH:23]1[C:27](=[O:28])[N:26]([C:29]2[CH:34]=[CH:33][CH:32]=[CH:31][CH:30]=2)[N:25]=[C:24]1[CH3:35].[C:37]([O-])([O-])=O.[K+].[K+].CI. The catalyst is C(#N)C.O. The product is [CH3:1][O:2][C:3](=[O:18])[CH2:4][C:5]1[C:6]([CH3:17])=[N:7][N:8]([C:11]2[CH:12]=[CH:13][CH:14]=[CH:15][CH:16]=2)[C:9]=1[O:10][CH3:19].[CH3:19][O:20][C:21](=[O:36])[CH2:22][C:23]1([CH3:37])[C:27](=[O:28])[N:26]([C:29]2[CH:34]=[CH:33][CH:32]=[CH:31][CH:30]=2)[N:25]=[C:24]1[CH3:35].[CH3:1][O:2][C:3](=[O:18])[CH2:4][C:5]1[C:9](=[O:10])[N:8]([C:11]2[CH:12]=[CH:13][CH:14]=[CH:15][CH:16]=2)[N:7]([CH3:19])[C:6]=1[CH3:17]. The yield is 0.120. (5) The reactants are S(O)(O)(=O)=O.[CH3:6][S:7][C:8](=[NH:10])[NH2:9].CN([CH:14]=[C:15]1[C:20](=O)[CH2:19][CH2:18][N:17]([C:22]([O:24][C:25]([CH3:28])([CH3:27])[CH3:26])=[O:23])[CH2:16]1)C.[OH-].[Na+]. The catalyst is O. The product is [CH3:6][S:7][C:8]1[N:9]=[CH:14][C:15]2[CH2:16][N:17]([C:22]([O:24][C:25]([CH3:28])([CH3:27])[CH3:26])=[O:23])[CH2:18][CH2:19][C:20]=2[N:10]=1. The yield is 0.400. (6) The reactants are [Cl:1][C:2]1[CH:10]=[CH:9][C:8]2[NH:7][C:6]3[CH2:11][CH2:12][N:13]([CH3:15])[CH2:14][C:5]=3[C:4]=2[CH:3]=1.[OH-].[K+].BrC[CH2:20][C:21]1[CH:26]=[CH:25][CH:24]=[CH:23][N:22]=1. The catalyst is CN1CCCC1=O.O. The product is [Cl:1][C:2]1[CH:10]=[CH:9][C:8]2[N:7]([CH2:20][CH2:21][N:22]3[CH:26]=[CH:25][CH:24]=[CH:23]3)[C:6]3[CH2:11][CH2:12][N:13]([CH3:15])[CH2:14][C:5]=3[C:4]=2[CH:3]=1. The yield is 0.0700. (7) The reactants are [Br:1][C:2]1[C:3]([N:19]([CH3:24])[S:20]([CH3:23])(=[O:22])=[O:21])=[CH:4][C:5]2[O:9][C:8]([C:10]([NH:12][NH2:13])=[O:11])=[C:7]([C:14]([NH:16][CH3:17])=[O:15])[C:6]=2[CH:18]=1.CCN=C=NCCCN(C)C.[C:36](O)(=[O:38])[CH3:37]. The catalyst is CN(C=O)C. The product is [C:36]([NH:13][NH:12][C:10]([C:8]1[O:9][C:5]2[CH:4]=[C:3]([N:19]([CH3:24])[S:20]([CH3:23])(=[O:21])=[O:22])[C:2]([Br:1])=[CH:18][C:6]=2[C:7]=1[C:14]([NH:16][CH3:17])=[O:15])=[O:11])(=[O:38])[CH3:37]. The yield is 0.630.